This data is from NCI-60 drug combinations with 297,098 pairs across 59 cell lines. The task is: Regression. Given two drug SMILES strings and cell line genomic features, predict the synergy score measuring deviation from expected non-interaction effect. (1) Drug 1: C1CCC(CC1)NC(=O)N(CCCl)N=O. Drug 2: C1=CC(=CC=C1CC(C(=O)O)N)N(CCCl)CCCl.Cl. Cell line: NCIH23. Synergy scores: CSS=26.8, Synergy_ZIP=-4.50, Synergy_Bliss=4.83, Synergy_Loewe=1.63, Synergy_HSA=5.83. (2) Drug 1: COC1=CC(=CC(=C1O)OC)C2C3C(COC3=O)C(C4=CC5=C(C=C24)OCO5)OC6C(C(C7C(O6)COC(O7)C8=CC=CS8)O)O. Drug 2: C(CC(=O)O)C(=O)CN.Cl. Cell line: NCI-H460. Synergy scores: CSS=40.1, Synergy_ZIP=-0.720, Synergy_Bliss=-1.33, Synergy_Loewe=-17.9, Synergy_HSA=0.312. (3) Drug 1: CC1=CC2C(CCC3(C2CCC3(C(=O)C)OC(=O)C)C)C4(C1=CC(=O)CC4)C. Synergy scores: CSS=-7.76, Synergy_ZIP=-7.20, Synergy_Bliss=-24.9, Synergy_Loewe=-24.7, Synergy_HSA=-23.8. Drug 2: CN(C)C1=NC(=NC(=N1)N(C)C)N(C)C. Cell line: KM12. (4) Drug 1: CC1C(C(=O)NC(C(=O)N2CCCC2C(=O)N(CC(=O)N(C(C(=O)O1)C(C)C)C)C)C(C)C)NC(=O)C3=C4C(=C(C=C3)C)OC5=C(C(=O)C(=C(C5=N4)C(=O)NC6C(OC(=O)C(N(C(=O)CN(C(=O)C7CCCN7C(=O)C(NC6=O)C(C)C)C)C)C(C)C)C)N)C. Drug 2: CCC(=C(C1=CC=CC=C1)C2=CC=C(C=C2)OCCN(C)C)C3=CC=CC=C3.C(C(=O)O)C(CC(=O)O)(C(=O)O)O. Cell line: MOLT-4. Synergy scores: CSS=93.5, Synergy_ZIP=23.0, Synergy_Bliss=23.1, Synergy_Loewe=-30.4, Synergy_HSA=21.3. (5) Drug 1: CC1=C(C=C(C=C1)NC2=NC=CC(=N2)N(C)C3=CC4=NN(C(=C4C=C3)C)C)S(=O)(=O)N.Cl. Drug 2: CCC1(C2=C(COC1=O)C(=O)N3CC4=CC5=C(C=CC(=C5CN(C)C)O)N=C4C3=C2)O.Cl. Cell line: CCRF-CEM. Synergy scores: CSS=67.3, Synergy_ZIP=-0.831, Synergy_Bliss=-3.73, Synergy_Loewe=-44.3, Synergy_HSA=-3.33. (6) Drug 1: CC1=CC=C(C=C1)C2=CC(=NN2C3=CC=C(C=C3)S(=O)(=O)N)C(F)(F)F. Drug 2: CS(=O)(=O)CCNCC1=CC=C(O1)C2=CC3=C(C=C2)N=CN=C3NC4=CC(=C(C=C4)OCC5=CC(=CC=C5)F)Cl. Cell line: NCIH23. Synergy scores: CSS=8.34, Synergy_ZIP=-1.47, Synergy_Bliss=-0.637, Synergy_Loewe=0.463, Synergy_HSA=-0.192.